The task is: Regression. Given a peptide amino acid sequence and an MHC pseudo amino acid sequence, predict their binding affinity value. This is MHC class II binding data.. This data is from Peptide-MHC class II binding affinity with 134,281 pairs from IEDB. (1) The peptide sequence is ASDVETAEGGEIHELLRLQ. The MHC is HLA-DPA10103-DPB10401 with pseudo-sequence HLA-DPA10103-DPB10401. The binding affinity (normalized) is 0.378. (2) The peptide sequence is GSAYTALFSGVSWVM. The MHC is DRB1_0301 with pseudo-sequence DRB1_0301. The binding affinity (normalized) is 0. (3) The peptide sequence is EKKYFAATQCEPLAA. The MHC is HLA-DPA10201-DPB10501 with pseudo-sequence HLA-DPA10201-DPB10501. The binding affinity (normalized) is 0.555.